This data is from Full USPTO retrosynthesis dataset with 1.9M reactions from patents (1976-2016). The task is: Predict the reactants needed to synthesize the given product. (1) Given the product [C:9]1([O:8][C:5]2[CH:6]=[CH:7][C:2]([B:33]3[O:37][C:36]([CH3:39])([CH3:38])[C:35]([CH3:41])([CH3:40])[O:34]3)=[CH:3][C:4]=2[N+:15]([O-:17])=[O:16])[CH:14]=[CH:13][CH:12]=[CH:11][CH:10]=1, predict the reactants needed to synthesize it. The reactants are: Br[C:2]1[CH:7]=[CH:6][C:5]([O:8][C:9]2[CH:14]=[CH:13][CH:12]=[CH:11][CH:10]=2)=[C:4]([N+:15]([O-:17])=[O:16])[CH:3]=1.O(C1C=CC([B:33]2[O:37][C:36]([CH3:39])([CH3:38])[C:35]([CH3:41])([CH3:40])[O:34]2)=CC=1C#N)C1C=CC=CC=1.CO[C@@H]1[C@@H](C(OC)=O)[C@@H]2[C@@H](CN3[C@H](C2)C2NC4C=C(OC)C=CC=4C=2CC3)C[C@H]1OC(C1C=C(OC)C(OC)=C(OC)C=1)=O. (2) Given the product [ClH:2].[Cl:15][C:11]1[CH:10]=[C:9]([C:7]2[N:6]=[C:5]3[CH2:16][CH2:17][CH2:18][C:4]3=[C:3]([NH:19][C:20]3[CH:21]=[CH:22][C:23]([CH2:26][CH2:27][C:28]([NH2:30])=[O:29])=[CH:24][CH:25]=3)[CH:8]=2)[CH:14]=[CH:13][CH:12]=1, predict the reactants needed to synthesize it. The reactants are: Cl.[Cl:2][C:3]1[CH:8]=[C:7]([C:9]2[CH:14]=[CH:13][CH:12]=[C:11]([Cl:15])[CH:10]=2)[N:6]=[C:5]2[CH2:16][CH2:17][CH2:18][C:4]=12.[NH2:19][C:20]1[CH:25]=[CH:24][C:23]([CH2:26][CH2:27][C:28]([NH2:30])=[O:29])=[CH:22][CH:21]=1.